Dataset: Peptide-MHC class I binding affinity with 185,985 pairs from IEDB/IMGT. Task: Regression. Given a peptide amino acid sequence and an MHC pseudo amino acid sequence, predict their binding affinity value. This is MHC class I binding data. (1) The peptide sequence is ITTKAISRW. The MHC is Patr-B0101 with pseudo-sequence Patr-B0101. The binding affinity (normalized) is 0. (2) The peptide sequence is VYYNILIVL. The MHC is HLA-A30:02 with pseudo-sequence HLA-A30:02. The binding affinity (normalized) is 0.351. (3) The peptide sequence is YDVVSKLPLA. The MHC is Patr-B2401 with pseudo-sequence Patr-B2401. The binding affinity (normalized) is 0.295. (4) The peptide sequence is MSPALFFTF. The MHC is Mamu-B17 with pseudo-sequence Mamu-B17. The binding affinity (normalized) is 0.577.